This data is from Full USPTO retrosynthesis dataset with 1.9M reactions from patents (1976-2016). The task is: Predict the reactants needed to synthesize the given product. (1) The reactants are: [CH3:1][C:2]1([CH3:14])[CH2:7][O:6][C:5]2([CH2:12][CH2:11][CH:10]([OH:13])[CH2:9][CH2:8]2)[O:4][CH2:3]1.[H-].[Na+].F[C:18]1[CH:25]=[CH:24][C:21]([C:22]#[N:23])=[CH:20][CH:19]=1. Given the product [CH3:1][C:2]1([CH3:14])[CH2:3][O:4][C:5]2([CH2:8][CH2:9][CH:10]([O:13][C:18]3[CH:25]=[CH:24][C:21]([C:22]#[N:23])=[CH:20][CH:19]=3)[CH2:11][CH2:12]2)[O:6][CH2:7]1, predict the reactants needed to synthesize it. (2) Given the product [CH2:14]([N:16]([CH2:20][CH3:21])[C:17](=[O:18])[O:1][C:2]1[C:11]2[C:6](=[CH:7][CH:8]=[CH:9][CH:10]=2)[C:5]([CH:12]=[O:13])=[CH:4][CH:3]=1)[CH3:15], predict the reactants needed to synthesize it. The reactants are: [OH:1][C:2]1[C:11]2[C:6](=[CH:7][CH:8]=[CH:9][CH:10]=2)[C:5]([CH:12]=[O:13])=[CH:4][CH:3]=1.[CH2:14]([N:16]([CH2:20][CH3:21])[C:17](Cl)=[O:18])[CH3:15].[Cl-].[NH4+]. (3) Given the product [CH2:23]([NH:30][C:13]([C:12]1[C:7]([NH:6][CH2:5][C:4]2[CH:18]=[CH:19][C:20]([O:21][CH3:22])=[C:2]([Cl:1])[CH:3]=2)=[N:8][C:9]([S:16][CH3:17])=[N:10][CH:11]=1)=[O:15])[C:24]1[CH:29]=[CH:28][CH:27]=[CH:26][CH:25]=1, predict the reactants needed to synthesize it. The reactants are: [Cl:1][C:2]1[CH:3]=[C:4]([CH:18]=[CH:19][C:20]=1[O:21][CH3:22])[CH2:5][NH:6][C:7]1[C:12]([C:13]([OH:15])=O)=[CH:11][N:10]=[C:9]([S:16][CH3:17])[N:8]=1.[CH2:23]([NH2:30])[C:24]1[CH:29]=[CH:28][CH:27]=[CH:26][CH:25]=1.CN(C(ON1N=NC2C=CC=NC1=2)=[N+](C)C)C.F[P-](F)(F)(F)(F)F.CCN(C(C)C)C(C)C.